Task: Predict the reaction yield, written as a fraction of the theoretical maximum amount of product (1.0 means a 100% yield; for example, 0.34 means a 34% yield).. Dataset: Reaction yield outcomes from USPTO patents with 853,638 reactions (1) The reactants are Br[C:2]1[CH:11]=[C:10]2[C:5]([CH:6]=[C:7]([NH2:12])[N:8]=[CH:9]2)=[CH:4][CH:3]=1.[F:13][C:14]1[N:19]=[CH:18][C:17](B(O)O)=[C:16]([CH3:23])[CH:15]=1.C(=O)([O-])[O-].[K+].[K+].O1CCOCC1.O. The catalyst is C(OCC)(=O)C.CC(P(C(C)(C)C)C1C=CC(N(C)C)=CC=1)(C)C.CC(P(C(C)(C)C)C1C=CC(N(C)C)=CC=1)(C)C.Cl[Pd]Cl. The product is [F:13][C:14]1[N:19]=[CH:18][C:17]([C:2]2[CH:11]=[C:10]3[C:5]([CH:6]=[C:7]([NH2:12])[N:8]=[CH:9]3)=[CH:4][CH:3]=2)=[C:16]([CH3:23])[CH:15]=1. The yield is 0.830. (2) The reactants are B.[Br:2][C:3]1[C:28]([F:29])=[CH:27][C:6]2[O:7][C:8]3[CH:25]=[C:24]([F:26])[CH:23]=[CH:22][C:9]=3[C@H:10]3[C@H:15]([NH:16][C:17](=[O:20])[O:18][CH3:19])[CH2:14][CH2:13][C:12](=O)[N:11]3[C:5]=2[CH:4]=1.O. The catalyst is C1COCC1.C(OCC)(=O)C. The product is [Br:2][C:3]1[C:28]([F:29])=[CH:27][C:6]2[O:7][C:8]3[CH:25]=[C:24]([F:26])[CH:23]=[CH:22][C:9]=3[C@H:10]3[C@H:15]([NH:16][C:17](=[O:20])[O:18][CH3:19])[CH2:14][CH2:13][CH2:12][N:11]3[C:5]=2[CH:4]=1. The yield is 1.00. (3) The reactants are Cl.[O:2]=[C:3]1[NH:12][C:11]2[N:10]=[CH:9][C:8](/[CH:13]=[CH:14]/[C:15]([OH:17])=O)=[CH:7][C:6]=2[CH2:5][CH2:4]1.Cl.[O:19]([CH:26]1[CH2:30][CH2:29][NH:28][CH2:27]1)[C:20]1[CH:25]=[CH:24][CH:23]=[CH:22][CH:21]=1.CCN(C(C)C)C(C)C.CCN=C=NCCCN(C)C. The catalyst is CN(C=O)C. The product is [O:17]=[C:15]([N:28]1[CH2:29][CH2:30][CH:26]([O:19][C:20]2[CH:21]=[CH:22][CH:23]=[CH:24][CH:25]=2)[CH2:27]1)/[CH:14]=[CH:13]/[C:8]1[CH:7]=[C:6]2[C:11](=[N:10][CH:9]=1)[NH:12][C:3](=[O:2])[CH2:4][CH2:5]2. The yield is 0.680. (4) The reactants are [CH2:1]([O:3][C:4](=[O:16])[C:5](O)=[CH:6][C:7]([CH:9]1[CH2:14][CH2:13][CH2:12][CH2:11][CH2:10]1)=[O:8])[CH3:2].Cl.[NH2:18]O. The catalyst is C(O)C.C1COCC1. The product is [CH2:1]([O:3][C:4]([C:5]1[CH:6]=[C:7]([CH:9]2[CH2:14][CH2:13][CH2:12][CH2:11][CH2:10]2)[O:8][N:18]=1)=[O:16])[CH3:2]. The yield is 0.560. (5) The reactants are [Li][CH2:2]CCC.[C:6]([C:8]1[CH:9]=[C:10]([CH:13]=[CH:14][CH:15]=1)[CH:11]=O)#[N:7]. The catalyst is [Br-].C[P+](C1C=CC=CC=1)(C1C=CC=CC=1)C1C=CC=CC=1.C1COCC1. The product is [C:6]([C:8]1[CH:9]=[C:10]([CH:13]=[CH:14][CH:15]=1)[CH:11]=[CH2:2])#[N:7]. The yield is 0.620. (6) The catalyst is ClCCl. The reactants are [CH3:1][C:2]1[O:6][C:5]([C:7]2[CH:8]=[CH:9][C:10]3[N:14]=[CH:13][N:12]([C:15]4[CH:20]=[CH:19][C:18](SC)=[CH:17][CH:16]=4)[C:11]=3[CH:23]=2)=[N:4][N:3]=1.Cl[C:25]1C=CC=C(C(OO)=O)C=1.[S:35]([O-:39])([O-])(=[O:37])=S.[Na+].[Na+]. The product is [CH3:1][C:2]1[O:6][C:5]([C:7]2[CH:8]=[CH:9][C:10]3[N:14]=[CH:13][N:12]([C:15]4[CH:20]=[CH:19][C:18]([S:35]([CH3:25])(=[O:39])=[O:37])=[CH:17][CH:16]=4)[C:11]=3[CH:23]=2)=[N:4][N:3]=1. The yield is 0.850. (7) The reactants are [CH:1]1([C@@H:6]2[NH:11][C:10](=[O:12])[C@H:9]([CH2:13][CH:14]([CH3:16])[CH3:15])[NH:8][CH2:7]2)[CH2:5][CH2:4][CH2:3][CH2:2]1.[F:17][C:18]1[CH:19]=[C:20]([C:25]2[O:29][N:28]=[C:27]([C:30](O)=[O:31])[CH:26]=2)[CH:21]=[CH:22][C:23]=1[F:24].C([C@@H]1N(C(=O)/C=C/C2C=CC=CC=2)C[C@H](CC(C)C)NC1=O)C(C)C. No catalyst specified. The product is [CH:1]1([C@@H:6]2[NH:11][C:10](=[O:12])[C@H:9]([CH2:13][CH:14]([CH3:16])[CH3:15])[N:8]([C:30]([C:27]3[CH:26]=[C:25]([C:20]4[CH:21]=[CH:22][C:23]([F:24])=[C:18]([F:17])[CH:19]=4)[O:29][N:28]=3)=[O:31])[CH2:7]2)[CH2:2][CH2:3][CH2:4][CH2:5]1. The yield is 0.900.